Task: Predict the product of the given reaction.. Dataset: Forward reaction prediction with 1.9M reactions from USPTO patents (1976-2016) (1) Given the reactants C(OC(=O)[NH:7][CH2:8][C@H:9]1[CH2:14][CH2:13][C@H:12]([CH2:15][NH:16][S:17]([C:20]2[C:29]3[C:24](=[CH:25][CH:26]=[CH:27][CH:28]=3)[CH:23]=[CH:22][CH:21]=2)(=[O:19])=[O:18])[CH2:11][CH2:10]1)(C)(C)C.Cl, predict the reaction product. The product is: [NH2:7][CH2:8][C@H:9]1[CH2:14][CH2:13][C@H:12]([CH2:15][NH:16][S:17]([C:20]2[C:29]3[C:24](=[CH:25][CH:26]=[CH:27][CH:28]=3)[CH:23]=[CH:22][CH:21]=2)(=[O:19])=[O:18])[CH2:11][CH2:10]1. (2) Given the reactants N1CCCCC1.[F:7][C:8]1[CH:13]=[CH:12][CH:11]=[C:10]([F:14])[C:9]=1[NH:15][C:16]([CH:18]1[C:26]([CH3:28])([CH3:27])[C:25]2[C:20](=[CH:21][CH:22]=[CH:23][CH:24]=2)[N:19]1[C:29](=[O:52])[C@@H:30]([NH:34]C(=O)OCC1C2C=CC=CC=2C2C1=CC=CC=2)[CH:31]([CH3:33])[CH3:32])=[O:17], predict the reaction product. The product is: [NH2:34][CH:30]([CH:31]([CH3:33])[CH3:32])[C:29]([N:19]1[C:20]2[C:25](=[CH:24][CH:23]=[CH:22][CH:21]=2)[C:26]([CH3:28])([CH3:27])[C@H:18]1[C:16]([NH:15][C:9]1[C:10]([F:14])=[CH:11][CH:12]=[CH:13][C:8]=1[F:7])=[O:17])=[O:52]. (3) Given the reactants [Br:1][C:2]1[CH:3]=[CH:4][C:5]([Cl:11])=[C:6]([CH:10]=1)[C:7](O)=O.[CH2:12]([C:15]1[S:16][CH:17]=[CH:18][CH:19]=1)[CH2:13][CH3:14], predict the reaction product. The product is: [Br:1][C:2]1[CH:3]=[CH:4][C:5]([Cl:11])=[C:6]([CH2:7][C:17]2[S:16][C:15]([CH2:12][CH2:13][CH3:14])=[CH:19][CH:18]=2)[CH:10]=1.